From a dataset of Catalyst prediction with 721,799 reactions and 888 catalyst types from USPTO. Predict which catalyst facilitates the given reaction. Reactant: [F:1][C:2]1[C:3]([NH:21][C:22]2[CH:23]=[C:24]([NH:28]C(=O)OC(C)(C)C)[CH:25]=[CH:26][CH:27]=2)=[N:4][C:5]([NH:8][C:9]2[CH:14]=[CH:13][C:12]([O:15][CH2:16][CH2:17][O:18][CH3:19])=[C:11]([OH:20])[CH:10]=2)=[N:6][CH:7]=1.C(OCC)(=O)C.CCCCCC. Product: [NH2:28][C:24]1[CH:23]=[C:22]([NH:21][C:3]2[C:2]([F:1])=[CH:7][N:6]=[C:5]([NH:8][C:9]3[CH:14]=[CH:13][C:12]([O:15][CH2:16][CH2:17][O:18][CH3:19])=[C:11]([OH:20])[CH:10]=3)[N:4]=2)[CH:27]=[CH:26][CH:25]=1. The catalyst class is: 2.